Dataset: HIV replication inhibition screening data with 41,000+ compounds from the AIDS Antiviral Screen. Task: Binary Classification. Given a drug SMILES string, predict its activity (active/inactive) in a high-throughput screening assay against a specified biological target. (1) The drug is COc1cc2c(cc1OC)C(Cc1ccc(Oc3cc(CC4c5cc(OC)c(OC)cc5CCN4C)ccc3OC)cc1)N(C)CC2. The result is 0 (inactive). (2) The compound is CC(C)(C)c1ccc2c(c1)OCc1n[nH]c(n1)COc1cc(C(C)(C)C)ccc1OCCOCCO2. The result is 0 (inactive). (3) The result is 0 (inactive). The drug is O=S1c2ccccc2N=C(c2ccc3ccccc3c2)CC1c1ccccc1. (4) The molecule is ON=C1CCCCC1=Cc1ccccc1. The result is 0 (inactive).